From a dataset of Forward reaction prediction with 1.9M reactions from USPTO patents (1976-2016). Predict the product of the given reaction. (1) Given the reactants [C:1]([O:5][C:6]([N:8]1[CH2:12][CH:11]([CH2:13][OH:14])[CH2:10][CH:9]1[C:15]([O:17][C:18]([CH3:21])([CH3:20])[CH3:19])=[O:16])=[O:7])([CH3:4])([CH3:3])[CH3:2].C1(P(C2C=CC=CC=2)C2C=CC=CC=2)C=CC=CC=1.[Cl:41][C:42]1[CH:43]=[C:44](O)[CH:45]=[CH:46][CH:47]=1.CC(OC(/N=N/C(OC(C)C)=O)=O)C, predict the reaction product. The product is: [C:1]([O:5][C:6]([N:8]1[CH2:12][C@@H:11]([CH2:13][O:14][C:46]2[CH:45]=[CH:44][CH:43]=[C:42]([Cl:41])[CH:47]=2)[CH2:10][C@H:9]1[C:15]([O:17][C:18]([CH3:21])([CH3:20])[CH3:19])=[O:16])=[O:7])([CH3:3])([CH3:4])[CH3:2]. (2) Given the reactants Cl[C:2]1[CH:3]=[CH:4][C:5]2[N:6]=[C:7]([NH:20][CH2:21][C:22]3[CH:27]=[CH:26][C:25]([S:28]([NH2:31])(=[O:30])=[O:29])=[CH:24][CH:23]=3)[N:8]=[C:9]([NH:12][C:13]3([C:16]([F:19])([F:18])[F:17])[CH2:15][CH2:14]3)[C:10]=2[N:11]=1.[CH3:32][S:33]([C:36]1[CH:37]=[C:38](B2OC(C)(C)C(C)(C)O2)[CH:39]=[CH:40][C:41]=1[O:42][CH3:43])(=[O:35])=[O:34].C(=O)(O)[O-].[Na+], predict the reaction product. The product is: [CH3:32][S:33]([C:36]1[CH:37]=[C:38]([C:2]2[CH:3]=[CH:4][C:5]3[N:6]=[C:7]([NH:20][CH2:21][C:22]4[CH:27]=[CH:26][C:25]([S:28]([NH2:31])(=[O:30])=[O:29])=[CH:24][CH:23]=4)[N:8]=[C:9]([NH:12][C:13]4([C:16]([F:18])([F:19])[F:17])[CH2:15][CH2:14]4)[C:10]=3[N:11]=2)[CH:39]=[CH:40][C:41]=1[O:42][CH3:43])(=[O:34])=[O:35]. (3) Given the reactants [C:1]([O:5][C:6]([NH:8][C@:9]1([C:15]([O:17][CH2:18][CH3:19])=[O:16])[CH2:11][C@H:10]1[CH2:12][CH2:13][OH:14])=[O:7])([CH3:4])([CH3:3])[CH3:2].CC(OI1(OC(C)=O)(OC(C)=O)OC(=O)C2C=CC=CC1=2)=O, predict the reaction product. The product is: [C:1]([O:5][C:6]([NH:8][C@:9]1([C:15]([O:17][CH2:18][CH3:19])=[O:16])[CH2:11][C@H:10]1[CH2:12][CH:13]=[O:14])=[O:7])([CH3:3])([CH3:4])[CH3:2]. (4) Given the reactants [O:1]=[S:2]1(=[O:30])[CH2:7][CH2:6][N:5]([C:8]([C:10]2[NH:11][C:12]3[C:17]([CH:18]=2)=[CH:16][C:15]([C:19]([N:21]2[CH2:26][CH2:25][N:24]([CH:27]([CH3:29])[CH3:28])[CH2:23][CH2:22]2)=[O:20])=[CH:14][CH:13]=3)=[O:9])[CH2:4][CH2:3]1.[C:31]([C:33]1[CH:38]=[CH:37][C:36](B(O)O)=[CH:35][CH:34]=1)#[N:32].N1C=CC=CC=1, predict the reaction product. The product is: [O:30]=[S:2]1(=[O:1])[CH2:7][CH2:6][N:5]([C:8]([C:10]2[N:11]([C:36]3[CH:37]=[CH:38][C:33]([C:31]#[N:32])=[CH:34][CH:35]=3)[C:12]3[C:17]([CH:18]=2)=[CH:16][C:15]([C:19]([N:21]2[CH2:22][CH2:23][N:24]([CH:27]([CH3:28])[CH3:29])[CH2:25][CH2:26]2)=[O:20])=[CH:14][CH:13]=3)=[O:9])[CH2:4][CH2:3]1. (5) Given the reactants [O-:1][S:2]([C:5]([F:8])([F:7])[F:6])(=O)=[O:3].N[C@H:10](C(O)=O)CCC1C=CC(O)=CC=1.N1C=CC=C1.[CH3:28][O:29][C:30](=[O:52])[CH:31]([N:40]1[C:44](C2C=CC=CC=2)=[CH:43][CH:42]=[C:41]1C)[CH2:32][C:33]1[CH:38]=[CH:37][C:36](O)=[CH:35][CH:34]=1, predict the reaction product. The product is: [CH3:28][O:29][C:30](=[O:52])[CH:31]([N:40]1[CH:41]=[CH:42][CH:43]=[CH:44]1)[CH2:32][CH2:33][C:38]1[CH:37]=[CH:36][C:35]([S:2]([C:5]([F:8])([F:7])[F:6])(=[O:3])=[O:1])=[CH:34][CH:10]=1. (6) The product is: [F:20][C:21]1[CH:26]=[CH:25][C:24]([O:30][CH3:31])=[C:23]([C:3]2[C:4]3[CH2:5][CH2:6][N:7]([CH3:19])[CH2:8][C:9]=3[C:10]3[NH:15][C:14](=[O:16])[C:13](=[N:17][OH:18])[C:11]=3[CH:12]=2)[CH:22]=1. Given the reactants Cl.Br[C:3]1[C:4]2[CH2:5][CH2:6][N:7]([CH3:19])[CH2:8][C:9]=2[C:10]2[NH:15][C:14](=[O:16])[C:13](=[N:17][OH:18])[C:11]=2[CH:12]=1.[F:20][C:21]1[CH:22]=[CH:23][C:24]([O:30][CH3:31])=[C:25](B(O)O)[CH:26]=1.P([O-])([O-])([O-])=O.[K+].[K+].[K+].O, predict the reaction product.